The task is: Predict the product of the given reaction.. This data is from Forward reaction prediction with 1.9M reactions from USPTO patents (1976-2016). (1) Given the reactants C(OC([NH:8][S:9]([C:12]1([CH:15]([OH:22])[C:16]2[CH:21]=[CH:20][CH:19]=[CH:18][CH:17]=2)[CH2:14][CH2:13]1)(=[O:11])=[O:10])=O)(C)(C)C.Cl.C(=O)([O-])[O-].[Na+].[Na+], predict the reaction product. The product is: [OH:22][CH:15]([C:16]1[CH:21]=[CH:20][CH:19]=[CH:18][CH:17]=1)[C:12]1([S:9]([NH2:8])(=[O:10])=[O:11])[CH2:13][CH2:14]1. (2) Given the reactants C([Li])CCC.[CH3:6][C:7]1[CH:8]=[CH:9][C:10]([NH2:13])=[N:11][CH:12]=1.[Br:14][C:15]1[CH:16]=[N:17][CH:18]=[C:19]([CH:22]=1)[C:20]#[N:21], predict the reaction product. The product is: [Br:14][C:15]1[CH:16]=[N:17][CH:18]=[C:19]([CH:22]=1)[C:20](=[NH:21])[NH:13][C:10]1[CH:9]=[CH:8][C:7]([CH3:6])=[CH:12][N:11]=1. (3) Given the reactants [C:1]1(B(O)O)[CH:6]=[CH:5][CH:4]=[CH:3][CH:2]=1.C[O:11][C:12](=[O:41])[CH2:13][CH2:14][C:15]1[CH:20]=[CH:19][C:18]([O:21][C:22]2[CH:27]=[CH:26][CH:25]=[C:24]([O:28][C:29]3[CH:34]=[CH:33][C:32]([C:35]([F:38])([F:37])[F:36])=[CH:31][C:30]=3Br)[CH:23]=2)=[CH:17][C:16]=1[CH3:40], predict the reaction product. The product is: [CH3:40][C:16]1[CH:17]=[C:18]([O:21][C:22]2[CH:27]=[CH:26][CH:25]=[C:24]([O:28][C:29]3[CH:34]=[CH:33][C:32]([C:35]([F:38])([F:37])[F:36])=[CH:31][C:30]=3[C:1]3[CH:6]=[CH:5][CH:4]=[CH:3][CH:2]=3)[CH:23]=2)[CH:19]=[CH:20][C:15]=1[CH2:14][CH2:13][C:12]([OH:11])=[O:41]. (4) Given the reactants Br[C:2]1[CH:7]=[CH:6][C:5]([C:8]([N:10]2[CH2:15][CH2:14][N:13]([C:16]3[C:21]([CH3:22])=[CH:20][C:19]([CH:23]4[CH2:25][CH2:24]4)=[CH:18][N:17]=3)[CH2:12][CH2:11]2)=[O:9])=[C:4]([N:26]2[CH2:30][CH2:29][CH2:28][S:27]2(=[O:32])=[O:31])[CH:3]=1.[CH3:33][C@@H:34]1[O:38][C:37](=[O:39])[NH:36][CH2:35]1, predict the reaction product. The product is: [CH:23]1([C:19]2[CH:20]=[C:21]([CH3:22])[C:16]([N:13]3[CH2:14][CH2:15][N:10]([C:8]([C:5]4[CH:6]=[CH:7][C:2]([N:36]5[CH2:35][C@H:34]([CH3:33])[O:38][C:37]5=[O:39])=[CH:3][C:4]=4[N:26]4[CH2:30][CH2:29][CH2:28][S:27]4(=[O:32])=[O:31])=[O:9])[CH2:11][CH2:12]3)=[N:17][CH:18]=2)[CH2:25][CH2:24]1. (5) Given the reactants Br[C:2]1[N:7]2[CH:8]=[C:9]([C:11]([F:14])([F:13])[F:12])[N:10]=[C:6]2[CH:5]=[CH:4][CH:3]=1.O.O.O.C([O-])(=O)C.[Na+].[C:23]([O:27][CH2:28][CH3:29])(=[O:26])[CH:24]=[CH2:25].O, predict the reaction product. The product is: [F:12][C:11]([F:14])([F:13])[C:9]1[N:10]=[C:6]2[CH:5]=[CH:4][CH:3]=[C:2](/[CH:25]=[CH:24]/[C:23]([O:27][CH2:28][CH3:29])=[O:26])[N:7]2[CH:8]=1. (6) Given the reactants C[O:2][C:3]1[CH:18]=[CH:17][CH:16]=[CH:15][C:4]=1[O:5][C:6]1[CH:14]=[CH:13][C:9]([C:10]([OH:12])=[O:11])=[CH:8][CH:7]=1, predict the reaction product. The product is: [OH:2][C:3]1[CH:18]=[CH:17][CH:16]=[CH:15][C:4]=1[O:5][C:6]1[CH:14]=[CH:13][C:9]([C:10]([OH:12])=[O:11])=[CH:8][CH:7]=1.